Dataset: Forward reaction prediction with 1.9M reactions from USPTO patents (1976-2016). Task: Predict the product of the given reaction. Given the reactants [C:1]1([C:19]2[CH:24]=[CH:23][CH:22]=[CH:21][CH:20]=2)[CH:6]=[CH:5][CH:4]=[C:3]([C:7]2[C:12]([C:13]#[N:14])=[CH:11][C:10]([O:15]C)=[C:9]([O:17]C)[N:8]=2)[CH:2]=1.B(Br)(Br)Br, predict the reaction product. The product is: [C:1]1([C:19]2[CH:20]=[CH:21][CH:22]=[CH:23][CH:24]=2)[CH:6]=[CH:5][CH:4]=[C:3]([C:7]2[NH:8][C:9](=[O:17])[C:10]([OH:15])=[CH:11][C:12]=2[C:13]#[N:14])[CH:2]=1.